Dataset: Forward reaction prediction with 1.9M reactions from USPTO patents (1976-2016). Task: Predict the product of the given reaction. (1) The product is: [F:1][C:2]1[C:10]([F:11])=[CH:9][CH:8]=[C:7]([N:12]2[N:16]=[CH:15][CH:14]=[N:13]2)[C:3]=1[C:4]([N:20]1[CH2:21][CH2:22][CH2:23][C@@H:18]([CH3:17])[C@H:19]1[CH2:24][NH:25][C:33]1[N:42]=[CH:41][C:40]([C:43]([F:46])([F:45])[F:44])=[CH:39][N:38]=1)=[O:6]. Given the reactants [F:1][C:2]1[C:10]([F:11])=[CH:9][CH:8]=[C:7]([N:12]2[N:16]=[CH:15][CH:14]=[N:13]2)[C:3]=1[C:4]([OH:6])=O.[CH3:17][C@@H:18]1[CH2:23][CH2:22][CH2:21][NH:20][C@@H:19]1[CH2:24][N:25]1[C:33](=O)C2C(=CC=CC=2)C1=O.ClC1[N:42]=[CH:41][C:40]([C:43]([F:46])([F:45])[F:44])=[CH:39][N:38]=1, predict the reaction product. (2) Given the reactants [F:1][C:2]1[CH:3]=[C:4]([CH:23]=[CH:24][C:25]=1[O:26][CH3:27])[NH:5][CH:6]=[C:7]([C:21]#[N:22])[C:8]([NH:10][C:11]1[CH:16]=[C:15]([O:17][CH3:18])[C:14]([Cl:19])=[CH:13][C:12]=1[Cl:20])=O.CO.P(Cl)(Cl)(Cl)=O, predict the reaction product. The product is: [Cl:20][C:12]1[CH:13]=[C:14]([Cl:19])[C:15]([O:17][CH3:18])=[CH:16][C:11]=1[NH:10][C:8]1[C:23]2[C:4](=[CH:3][C:2]([F:1])=[C:25]([O:26][CH3:27])[CH:24]=2)[N:5]=[CH:6][C:7]=1[C:21]#[N:22]. (3) Given the reactants [NH:1]([C:5]1[CH:10]=[CH:9][C:8]([OH:11])=[CH:7][CH:6]=1)C(C)=O.[C:12](=O)([O-:14])[O-:13].[Ca+2].O=[Si]=O.C(=O)=O, predict the reaction product. The product is: [NH2:1][C:5]1[CH:6]=[C:7]([C:12]([OH:14])=[O:13])[C:8]([OH:11])=[CH:9][CH:10]=1.